From a dataset of Forward reaction prediction with 1.9M reactions from USPTO patents (1976-2016). Predict the product of the given reaction. (1) Given the reactants COC1C=C(N2CCC(=O)CC2)C=CC=1[N+]([O-])=O.Cl.F[C@H]1CCNC1.[F:26][C:27]1(F)[CH2:32]C[CH2:30][N:29]([CH:33]2[CH2:38][CH2:37][N:36]([C:39]3[CH:44]=[CH:43][C:42]([N+:45]([O-:47])=[O:46])=[C:41]([O:48][CH3:49])[CH:40]=3)[CH2:35][CH2:34]2)[CH2:28]1, predict the reaction product. The product is: [F:26][C@H:27]1[CH2:32][CH2:30][N:29]([CH:33]2[CH2:38][CH2:37][N:36]([C:39]3[CH:44]=[CH:43][C:42]([N+:45]([O-:47])=[O:46])=[C:41]([O:48][CH3:49])[CH:40]=3)[CH2:35][CH2:34]2)[CH2:28]1. (2) Given the reactants CC(OC(/N=N/C(OC(C)C)=O)=O)C.[CH3:15][C@@H:16]1[CH2:44][O:43][C@@:19]2([O:23][C@H:22]3[CH2:24][C@H:25]4[C@@H:30]5[CH2:31][CH2:32][C@@H:33]6[CH2:38][C@H:37]([OH:39])[CH2:36][CH2:35][C@:34]6([CH3:40])[C@H:29]5[CH2:28][CH2:27][C@:26]4([CH3:41])[C@H:21]3[C@@H:20]2[CH3:42])[CH2:18][CH2:17]1.C1(P(C2C=CC=CC=2)C2C=CC=CC=2)C=CC=CC=1.[C:64](O)(=[O:71])[C:65]1[CH:70]=[CH:69][CH:68]=[CH:67][CH:66]=1, predict the reaction product. The product is: [CH3:15][CH:16]1[CH2:44][O:43][C:19]2([O:23][CH:22]3[CH2:24][CH:25]4[CH:30]5[CH2:31][CH2:32][CH:33]6[CH2:38][CH:37]([O:39][C:64]([C:65]7[CH:70]=[CH:69][CH:68]=[CH:67][CH:66]=7)=[O:71])[CH2:36][CH2:35][C:34]6([CH3:40])[CH:29]5[CH2:28][CH2:27][C:26]4([CH3:41])[CH:21]3[CH:20]2[CH3:42])[CH2:18][CH2:17]1.